From a dataset of Peptide-MHC class II binding affinity with 134,281 pairs from IEDB. Regression. Given a peptide amino acid sequence and an MHC pseudo amino acid sequence, predict their binding affinity value. This is MHC class II binding data. (1) The peptide sequence is EICEVVLAKSPDTTC. The MHC is HLA-DQA10101-DQB10501 with pseudo-sequence HLA-DQA10101-DQB10501. The binding affinity (normalized) is 0.0574. (2) The peptide sequence is GADATAAAAFEQFLA. The MHC is HLA-DPA10103-DPB10301 with pseudo-sequence HLA-DPA10103-DPB10301. The binding affinity (normalized) is 0.723.